From a dataset of Full USPTO retrosynthesis dataset with 1.9M reactions from patents (1976-2016). Predict the reactants needed to synthesize the given product. (1) The reactants are: [Br:1][C:2]1[CH:3]=[C:4]2[C:9](=[CH:10][CH:11]=1)[N:8]=[C:7]([CH3:12])[C:6]([C:13](O)=[O:14])=[C:5]2[C:16]1[CH:21]=[CH:20][C:19]([F:22])=[CH:18][CH:17]=1.CN(C(ON1N=[N:38][C:33]2C=[CH:35][CH:36]=[CH:37][C:32]1=2)=[N+](C)C)C.[B-](F)(F)(F)F.CCN(C(C)C)C(C)C.N1CCCCC1.Cl. Given the product [Br:1][C:2]1[CH:3]=[C:4]2[C:9](=[CH:10][CH:11]=1)[N:8]=[C:7]([CH3:12])[C:6]([C:13]([N:38]1[CH2:35][CH2:36][CH2:37][CH2:32][CH2:33]1)=[O:14])=[C:5]2[C:16]1[CH:17]=[CH:18][C:19]([F:22])=[CH:20][CH:21]=1, predict the reactants needed to synthesize it. (2) Given the product [Cl:1][C:2]1[N:10]=[C:9]2[C:5]([N:6]=[CH:7][N:8]2[CH:11]2[CH2:16][CH2:15][N:14]([C:17]([O:19][C:20]([CH3:23])([CH3:22])[CH3:21])=[O:18])[CH2:13][CH2:12]2)=[C:4]([C:30]2[CH2:35][CH2:34][O:33][CH2:32][CH:31]=2)[N:3]=1, predict the reactants needed to synthesize it. The reactants are: [Cl:1][C:2]1[N:10]=[C:9]2[C:5]([N:6]=[CH:7][N:8]2[CH:11]2[CH2:16][CH2:15][N:14]([C:17]([O:19][C:20]([CH3:23])([CH3:22])[CH3:21])=[O:18])[CH2:13][CH2:12]2)=[C:4](Cl)[N:3]=1.C([Sn](CCCC)(CCCC)[C:30]1[CH2:31][CH2:32][O:33][CH2:34][CH:35]=1)CCC.